This data is from Forward reaction prediction with 1.9M reactions from USPTO patents (1976-2016). The task is: Predict the product of the given reaction. (1) Given the reactants N[C@H:2]([CH:7]=[O:8])CCSC.OCC[NH:12][C:13]([NH2:15])=[O:14].C(O[C:19](=[O:23])[CH2:20][C:21]#[N:22])C, predict the reaction product. The product is: [OH:8][CH:7]([N:12]1[C:19](=[O:23])[CH:20]=[C:21]([NH2:22])[NH:15][C:13]1=[O:14])[CH3:2]. (2) Given the reactants CS(Cl)(=O)=O.[F:6][C:7]([F:21])([F:20])[C:8]1[CH:19]=[CH:18][C:11]([CH2:12][N:13]2[CH2:16][CH:15]([OH:17])[CH2:14]2)=[CH:10][CH:9]=1.C(N(CC)CC)C.[Br:29][C:30]1[CH:35]=[CH:34][C:33](O)=[CH:32][CH:31]=1.[H-].[Na+], predict the reaction product. The product is: [Br:29][C:30]1[CH:35]=[CH:34][C:33]([O:17][CH:15]2[CH2:16][N:13]([CH2:12][C:11]3[CH:18]=[CH:19][C:8]([C:7]([F:20])([F:6])[F:21])=[CH:9][CH:10]=3)[CH2:14]2)=[CH:32][CH:31]=1. (3) Given the reactants [Cl:1][C:2]1[CH:3]=[CH:4][C:5]([C:8]([OH:10])=O)=[N:6][CH:7]=1.C(N(C(C)C)CC)(C)C.F[P-](F)(F)(F)(F)F.N1(OC(N(C)C)=[N+](C)C)C2N=CC=CC=2N=N1.[NH2:44][C:45]1[CH:46]=[CH:47][C:48]([F:60])=[C:49]([C:51]23[CH2:58][CH:57]2[CH2:56][O:55][CH2:54][C:53](=[S:59])[NH:52]3)[CH:50]=1, predict the reaction product. The product is: [F:60][C:48]1[CH:47]=[CH:46][C:45]([NH:44][C:8]([C:5]2[CH:4]=[CH:3][C:2]([Cl:1])=[CH:7][N:6]=2)=[O:10])=[CH:50][C:49]=1[C:51]12[CH2:58][CH:57]1[CH2:56][O:55][CH2:54][C:53](=[S:59])[NH:52]2. (4) Given the reactants [Br:1][C:2]1[CH:7]=[CH:6][C:5]([C:8]2[CH:18]=[C:17](Cl)[C:11]([C:12]([O:14][CH2:15][CH3:16])=[O:13])=[CH:10][N:9]=2)=[C:4]([F:20])[CH:3]=1.[Cl:21][C:22]1[CH:27]=[CH:26][CH:25]=[CH:24][C:23]=1[OH:28], predict the reaction product. The product is: [Br:1][C:2]1[CH:7]=[CH:6][C:5]([C:8]2[CH:18]=[C:17]([O:28][C:23]3[CH:24]=[CH:25][CH:26]=[CH:27][C:22]=3[Cl:21])[C:11]([C:12]([O:14][CH2:15][CH3:16])=[O:13])=[CH:10][N:9]=2)=[C:4]([F:20])[CH:3]=1. (5) Given the reactants F[P-](F)(F)(F)(F)F.N1(OC(N(C)C)=[N+](C)C)C2N=CC=CC=2N=N1.[N:25]1[CH:30]=[CH:29][C:28]([C:31]2[C:39]3[C:34](=[CH:35][CH:36]=[C:37]([C:40](O)=[O:41])[CH:38]=3)[N:33]([C:43]([C:56]3[CH:61]=[CH:60][CH:59]=[CH:58][CH:57]=3)([C:50]3[CH:55]=[CH:54][CH:53]=[CH:52][CH:51]=3)[C:44]3[CH:49]=[CH:48][CH:47]=[CH:46][CH:45]=3)[N:32]=2)=[CH:27][CH:26]=1.[NH2:62][CH:63]1[CH2:68][CH:67]([C:69]2[CH:74]=[CH:73][CH:72]=[CH:71][CH:70]=2)[CH2:66][N:65]([C:75]([O:77][C:78]([CH3:81])([CH3:80])[CH3:79])=[O:76])[CH2:64]1.C(N(C(C)C)CC)(C)C, predict the reaction product. The product is: [C:69]1([CH:67]2[CH2:68][CH:63]([NH:62][C:40]([C:37]3[CH:38]=[C:39]4[C:34](=[CH:35][CH:36]=3)[N:33]([C:43]([C:44]3[CH:45]=[CH:46][CH:47]=[CH:48][CH:49]=3)([C:50]3[CH:55]=[CH:54][CH:53]=[CH:52][CH:51]=3)[C:56]3[CH:57]=[CH:58][CH:59]=[CH:60][CH:61]=3)[N:32]=[C:31]4[C:28]3[CH:27]=[CH:26][N:25]=[CH:30][CH:29]=3)=[O:41])[CH2:64][N:65]([C:75]([O:77][C:78]([CH3:81])([CH3:80])[CH3:79])=[O:76])[CH2:66]2)[CH:74]=[CH:73][CH:72]=[CH:71][CH:70]=1. (6) Given the reactants [Br:1][C:2]1[CH:9]=[CH:8][C:5]([CH:6]=[O:7])=[C:4]([CH3:10])[CH:3]=1.[H-].C([Al+]CC(C)C)C(C)C.[Cl-].[NH4+], predict the reaction product. The product is: [Br:1][C:2]1[CH:9]=[CH:8][C:5]([CH2:6][OH:7])=[C:4]([CH3:10])[CH:3]=1.